Dataset: Full USPTO retrosynthesis dataset with 1.9M reactions from patents (1976-2016). Task: Predict the reactants needed to synthesize the given product. (1) Given the product [NH:8]1[CH2:13][CH2:12][CH2:11][CH:10]([C:14]2[CH:15]=[C:16]([NH:20][S:21]([C:24]3[CH:29]=[CH:28][C:27]([O:30][C:31]([F:34])([F:32])[F:33])=[CH:26][CH:25]=3)(=[O:23])=[O:22])[CH:17]=[CH:18][CH:19]=2)[CH2:9]1, predict the reactants needed to synthesize it. The reactants are: C(OC([N:8]1[CH2:13][CH2:12][CH2:11][CH:10]([C:14]2[CH:19]=[CH:18][CH:17]=[C:16]([NH:20][S:21]([C:24]3[CH:29]=[CH:28][C:27]([O:30][C:31]([F:34])([F:33])[F:32])=[CH:26][CH:25]=3)(=[O:23])=[O:22])[CH:15]=2)[CH2:9]1)=O)(C)(C)C.FC(F)(F)C(O)=O. (2) Given the product [Cl:1][C:2]1[CH:3]=[CH:4][C:5]([S:8][C:9]2[C:10]([I:14])=[N:11][N:12]([CH:15]3[CH2:17][CH2:16]3)[CH:13]=2)=[CH:6][CH:7]=1, predict the reactants needed to synthesize it. The reactants are: [Cl:1][C:2]1[CH:7]=[CH:6][C:5]([S:8][C:9]2[C:10]([I:14])=[N:11][NH:12][CH:13]=2)=[CH:4][CH:3]=1.[CH:15]1(B(O)O)[CH2:17][CH2:16]1.C([O-])([O-])=O.[Cs+].[Cs+].CCOC(C)=O.